From a dataset of Full USPTO retrosynthesis dataset with 1.9M reactions from patents (1976-2016). Predict the reactants needed to synthesize the given product. (1) Given the product [NH:15]1[C:7]2[C:8]3[CH:13]=[CH:12][CH:11]=[N:10][C:9]=3[O:14][C:6]=2[C:4](=[O:5])[NH:20][C:21]1=[O:22], predict the reactants needed to synthesize it. The reactants are: C(O[C:4]([C:6]1[O:14][C:9]2=[N:10][CH:11]=[CH:12][CH:13]=[C:8]2[C:7]=1[NH2:15])=[O:5])C.ClS([N:20]=[C:21]=[O:22])(=O)=O. (2) Given the product [CH3:18][N:19]([CH3:29])[C:20]1[CH:25]=[CH:24][C:23]([C:2]2[C:7]([N:8]3[CH2:14][CH2:13][C:12](=[O:15])[NH:11][CH2:10][CH2:9]3)=[CH:6][CH:5]=[C:4]([O:16][CH3:17])[N:3]=2)=[CH:22][CH:21]=1, predict the reactants needed to synthesize it. The reactants are: Br[C:2]1[C:7]([N:8]2[CH2:14][CH2:13][C:12](=[O:15])[NH:11][CH2:10][CH2:9]2)=[CH:6][CH:5]=[C:4]([O:16][CH3:17])[N:3]=1.[CH3:18][N:19]([CH3:29])[C:20]1[CH:25]=[CH:24][C:23](B(O)O)=[CH:22][CH:21]=1.C(=O)([O-])[O-].[Na+].[Na+].C1(C)C=CC=CC=1. (3) Given the product [Cl:1][C:2]1[CH:3]=[C:7]([CH:8]=[CH:9][CH:10]=1)[C:44]([NH:40][C:36]1[CH:35]=[C:34]([C:33]2[N:28]3[N:27]=[CH:26][C:25]([C:23]([O:22][CH2:20][CH3:21])=[O:24])=[C:29]3[N:30]=[CH:31][CH:32]=2)[CH:39]=[CH:38][CH:37]=1)=[O:45], predict the reactants needed to synthesize it. The reactants are: [Cl:1][C:2]1[CH:10]=[CH:9][CH:8]=[CH:7][C:3]=1C(O)=O.C(N(CC)C(C)C)(C)C.[CH2:20]([O:22][C:23]([C:25]1[CH:26]=[N:27][N:28]2[C:33]([C:34]3[CH:39]=[CH:38][CH:37]=[C:36]([NH2:40])[CH:35]=3)=[CH:32][CH:31]=[N:30][C:29]=12)=[O:24])[CH3:21].CN([CH:44]=[O:45])C. (4) Given the product [F:8][C:6]1[CH:5]=[C:4]([CH2:9][C:10]([NH:13][C@H:14]([C:16]([C:18]2([NH2:37])[N:24]=[C:23]([CH:25]3[CH2:30][CH2:29][CH2:28][CH2:27][CH2:26]3)[C:22]3[CH:31]=[CH:32][CH:33]=[CH:34][C:21]=3[N:20]([CH3:35])[C:19]2=[O:36])=[O:17])[CH3:15])=[O:12])[CH:3]=[C:2]([F:1])[CH:7]=1, predict the reactants needed to synthesize it. The reactants are: [F:1][C:2]1[CH:3]=[C:4]([CH2:9][C:10]([OH:12])=O)[CH:5]=[C:6]([F:8])[CH:7]=1.[NH2:13][C@H:14]([C:16]([C:18]1([NH2:37])[N:24]=[C:23]([CH:25]2[CH2:30][CH2:29][CH2:28][CH2:27][CH2:26]2)[C:22]2[CH:31]=[CH:32][CH:33]=[CH:34][C:21]=2[N:20]([CH3:35])[C:19]1=[O:36])=[O:17])[CH3:15].